The task is: Predict which catalyst facilitates the given reaction.. This data is from Catalyst prediction with 721,799 reactions and 888 catalyst types from USPTO. (1) Reactant: [NH2:1][C:2]1[C:7]([CH2:8][CH3:9])=[CH:6][CH:5]=[C:4]([CH3:10])[N:3]=1.[I:11]N1C(=O)CCC1=O. Product: [CH2:8]([C:7]1[C:2]([NH2:1])=[N:3][C:4]([CH3:10])=[C:5]([I:11])[CH:6]=1)[CH3:9]. The catalyst class is: 3. (2) Reactant: [C:1]([C:5]1[CH:6]=[C:7]2[C:12](=[CH:13][CH:14]=1)[C:11](=[O:15])[NH:10][C:9](=[O:16])/[C:8]/2=[CH:17]/OC)([CH3:4])([CH3:3])[CH3:2].[NH2:20][CH2:21][C:22]1[CH:27]=[C:26]([OH:28])[C:25]([C:29]2[CH:33]=[CH:32][O:31][CH:30]=2)=[CH:24][N:23]=1. Product: [C:1]([C:5]1[CH:6]=[C:7]2[C:12](=[CH:13][CH:14]=1)[C:11](=[O:15])[NH:10][C:9](=[O:16])[C:8]2=[CH:17][NH:20][CH2:21][C:22]1[CH:27]=[C:26]([OH:28])[C:25]([C:29]2[CH:33]=[CH:32][O:31][CH:30]=2)=[CH:24][N:23]=1)([CH3:4])([CH3:3])[CH3:2]. The catalyst class is: 9.